Dataset: Forward reaction prediction with 1.9M reactions from USPTO patents (1976-2016). Task: Predict the product of the given reaction. (1) Given the reactants [CH2:1]([O:3][C:4]([N:6]1[C:15]2[C:10](=[CH:11][C:12]([C:16]([F:19])([F:18])[F:17])=[CH:13][CH:14]=2)[C:9](=O)[CH2:8][C@H:7]1[CH2:21][CH3:22])=[O:5])[CH3:2].O.[NH2:24][NH2:25], predict the reaction product. The product is: [CH2:1]([O:3][C:4]([N:6]1[C:15]2[C:10](=[CH:11][C:12]([C:16]([F:19])([F:18])[F:17])=[CH:13][CH:14]=2)[C:9](=[N:24][NH2:25])[CH2:8][C@H:7]1[CH2:21][CH3:22])=[O:5])[CH3:2]. (2) Given the reactants [CH:1]([C:3]1[CH:8]=[CH:7][N:6]=[CH:5][CH:4]=1)=[CH2:2].[F:9][C:10]([F:31])([F:30])[O:11][C:12]1[CH:13]=[C:14]([CH:27]=[CH:28][CH:29]=1)[C:15]([NH:17][C:18]1[CH:19]=[C:20]2[C:24](=[CH:25][CH:26]=1)[NH:23][CH:22]=[CH:21]2)=[O:16], predict the reaction product. The product is: [F:30][C:10]([F:9])([F:31])[O:11][C:12]1[CH:13]=[C:14]([CH:27]=[CH:28][CH:29]=1)[C:15]([NH:17][C:18]1[CH:19]=[C:20]2[C:24](=[CH:25][CH:26]=1)[NH:23][CH:22]=[C:21]2[CH2:2][CH2:1][C:3]1[CH:8]=[CH:7][N:6]=[CH:5][CH:4]=1)=[O:16]. (3) The product is: [OH:2][CH2:3][CH2:4][C@H:5]([C:32]([F:34])([F:35])[F:33])[O:6][C:7]1[CH:12]=[CH:11][C:10]([NH:13][C:14]([CH:16]2[CH2:21][CH2:20][N:19]([S:22]([C:25]3[CH:26]=[CH:27][C:28]([CH3:31])=[CH:29][CH:30]=3)(=[O:24])=[O:23])[CH2:18][CH2:17]2)=[O:15])=[CH:9][CH:8]=1. Given the reactants C[O:2][CH2:3][CH2:4][C@H:5]([C:32]([F:35])([F:34])[F:33])[O:6][C:7]1[CH:12]=[CH:11][C:10]([NH:13][C:14]([CH:16]2[CH2:21][CH2:20][N:19]([S:22]([C:25]3[CH:30]=[CH:29][C:28]([CH3:31])=[CH:27][CH:26]=3)(=[O:24])=[O:23])[CH2:18][CH2:17]2)=[O:15])=[CH:9][CH:8]=1.B(Br)(Br)Br, predict the reaction product. (4) Given the reactants C(O)[C:2](N)([CH2:5]O)[CH2:3][OH:4].Cl.[Cl-].[Cl-].[Ca+2].[N-:13]=[N+]=[N-].[Na+].[C:17]([OH:23])(C(F)(F)F)=O.C([C:26](=[CH:30][C:31]1[CH:36]=[CH:35]C(O)=C[CH:32]=1)[C:27]([OH:29])=[O:28])#N.[Li+].[Br-].C([O-])(=O)C.[U+2](=O)=O.C([O-])(=O)C.[2H]C(Cl)(Cl)Cl.[C:56], predict the reaction product. The product is: [CH:56]12[CH2:32][CH:31]([CH:36]=[CH:35]1)[CH2:30][C@@H:26]2[C:27]([O:29][N:13]1[C:3](=[O:4])[CH2:2][CH2:5][C:17]1=[O:23])=[O:28]. (5) Given the reactants C(OC(=O)[NH:10][C@H:11]([C:23]([NH:25][CH2:26][CH2:27][NH:28][C:29]([O:31][C:32]([CH3:35])([CH3:34])[CH3:33])=[O:30])=[O:24])[CH2:12][CH2:13][CH2:14][NH:15][C:16]([O:18][C:19]([CH3:22])([CH3:21])[CH3:20])=[O:17])C1C=CC=CC=1, predict the reaction product. The product is: [C:19]([O:18][C:16]([NH:15][CH2:14][CH2:13][CH2:12][C@@H:11]([C:23]([NH:25][CH2:26][CH2:27][NH:28][C:29]([O:31][C:32]([CH3:35])([CH3:34])[CH3:33])=[O:30])=[O:24])[NH2:10])=[O:17])([CH3:22])([CH3:21])[CH3:20]. (6) Given the reactants [CH3:1][O:2][C:3]([C@@H:5]1[CH2:9][C@@H:8]([S:10]([C:13]2[CH:18]=[CH:17][C:16]([F:19])=[CH:15][C:14]=2[C:20]([F:23])([F:22])[F:21])(=[O:12])=[O:11])[CH2:7][N:6]1[C:24](=S)[CH2:25][C:26](=O)[CH3:27])=[O:4].[Cl:30][C:31]1[CH:36]=[C:35]([NH:37][NH2:38])[CH:34]=[CH:33][N:32]=1, predict the reaction product. The product is: [CH3:1][O:2][C:3]([C@@H:5]1[CH2:9][C@@H:8]([S:10]([C:13]2[CH:18]=[CH:17][C:16]([F:19])=[CH:15][C:14]=2[C:20]([F:23])([F:21])[F:22])(=[O:12])=[O:11])[CH2:7][N:6]1[C:24]1[N:37]([C:35]2[CH:34]=[CH:33][N:32]=[C:31]([Cl:30])[CH:36]=2)[N:38]=[C:26]([CH3:27])[CH:25]=1)=[O:4]. (7) The product is: [Cl:1][C:2]1[CH:7]=[CH:6][C:5]([C:11]([OH:20])=[O:21])=[CH:4][CH:3]=1.[Cl:1][C:2]1[CH:7]=[CH:6][C:5]([CH3:8])=[CH:4][CH:3]=1. Given the reactants [Cl:1][C:2]1[CH:7]=[CH:6][C:5]([CH3:8])=[CH:4][CH:3]=1.ON1C(=O)N(O)C(=O)N(O)[C:11]1=[O:20].[O:21]=O, predict the reaction product.